From a dataset of Forward reaction prediction with 1.9M reactions from USPTO patents (1976-2016). Predict the product of the given reaction. The product is: [N:23]1([C:29]([N:31]2[CH2:36][CH:35]([C:37]3[CH:42]=[CH:41][C:40]([C:43]([F:46])([F:45])[F:44])=[CH:39][CH:38]=3)[CH2:34][CH:33]([C:47]3[S:10][C:51]([C:52]4[CH:57]=[CH:56][CH:55]=[CH:54][CH:53]=4)=[CH:50][N:49]=3)[CH2:32]2)=[O:30])[CH2:28][CH2:27][O:26][CH2:25][CH2:24]1. Given the reactants COC1C=CC(P2(SP(C3C=CC(OC)=CC=3)(=S)S2)=[S:10])=CC=1.[N:23]1([C:29]([N:31]2[CH2:36][CH:35]([C:37]3[CH:42]=[CH:41][C:40]([C:43]([F:46])([F:45])[F:44])=[CH:39][CH:38]=3)[CH2:34][CH:33]([C:47]([NH:49][CH2:50][C:51](=O)[C:52]3[CH:57]=[CH:56][CH:55]=[CH:54][CH:53]=3)=O)[CH2:32]2)=[O:30])[CH2:28][CH2:27][O:26][CH2:25][CH2:24]1, predict the reaction product.